Dataset: Full USPTO retrosynthesis dataset with 1.9M reactions from patents (1976-2016). Task: Predict the reactants needed to synthesize the given product. (1) Given the product [N:12]1([CH2:17][C:18]2[CH:19]=[CH:20][C:21]([C:7]3[CH:8]=[C:3]([CH:4]=[CH:5][CH:6]=3)[C:1]#[N:2])=[N:22][CH:23]=2)[CH:16]=[CH:15][N:14]=[CH:13]1, predict the reactants needed to synthesize it. The reactants are: [C:1]([C:3]1[CH:4]=[C:5](B(O)O)[CH:6]=[CH:7][CH:8]=1)#[N:2].[N:12]1([CH2:17][C:18]2[CH:19]=[CH:20][C:21](Br)=[N:22][CH:23]=2)[CH:16]=[CH:15][N:14]=[CH:13]1. (2) Given the product [C:1]([O:5][C:6]([C:8]1[C:9]([CH3:28])=[C:10]([C:25](=[O:26])[NH:37][CH2:29][CH2:30][CH2:31][CH2:32][CH2:33][CH2:34][CH2:35][CH3:36])[S:11][C:12]=1[NH:13][C:14]([NH:16][CH2:17][CH2:18][CH2:19][CH2:20][CH2:21][CH2:22][CH2:23][CH3:24])=[O:15])=[O:7])([CH3:4])([CH3:3])[CH3:2], predict the reactants needed to synthesize it. The reactants are: [C:1]([O:5][C:6]([C:8]1[C:9]([CH3:28])=[C:10]([C:25](O)=[O:26])[S:11][C:12]=1[NH:13][C:14]([NH:16][CH2:17][CH2:18][CH2:19][CH2:20][CH2:21][CH2:22][CH2:23][CH3:24])=[O:15])=[O:7])([CH3:4])([CH3:3])[CH3:2].[CH2:29]([NH2:37])[CH2:30][CH2:31][CH2:32][CH2:33][CH2:34][CH2:35][CH3:36].C(Cl)CCl. (3) Given the product [C:16]([C:12]1[CH:11]=[C:7]([CH:6]=[C:5]([CH:1]2[CH2:4][CH2:3][CH2:2]2)[C:13]=1[O:14][CH3:15])[C:8]([OH:10])=[O:9])#[N:19], predict the reactants needed to synthesize it. The reactants are: [CH:1]1([C:5]2[CH:6]=[C:7]([CH:11]=[C:12]([CH:16]=O)[C:13]=2[O:14][CH3:15])[C:8]([OH:10])=[O:9])[CH2:4][CH2:3][CH2:2]1.Cl.[NH2:19]O. (4) Given the product [CH3:1][O:2][C:3]1[CH:36]=[C:35]([O:37][CH3:38])[CH:34]=[CH:33][C:4]=1[CH2:5][N:6]1[C:14](=[O:15])[N:13]([CH2:48][CH2:47][O:46][CH3:45])[C:12]2[C:7]1=[N:8][C:9]([C:16]1[C:24]3[C:19](=[N:20][CH:21]=[CH:22][CH:23]=3)[N:18]([CH2:25][C:26]3[CH:31]=[CH:30][CH:29]=[CH:28][C:27]=3[F:32])[N:17]=1)=[N:10][CH:11]=2, predict the reactants needed to synthesize it. The reactants are: [CH3:1][O:2][C:3]1[CH:36]=[C:35]([O:37][CH3:38])[CH:34]=[CH:33][C:4]=1[CH2:5][N:6]1[C:14](=[O:15])[NH:13][C:12]2[C:7]1=[N:8][C:9]([C:16]1[C:24]3[C:19](=[N:20][CH:21]=[CH:22][CH:23]=3)[N:18]([CH2:25][C:26]3[CH:31]=[CH:30][CH:29]=[CH:28][C:27]=3[F:32])[N:17]=1)=[N:10][CH:11]=2.C(=O)([O-])[O-].[Cs+].[Cs+].[CH3:45][O:46][CH2:47][CH2:48]Br.O.